Dataset: Catalyst prediction with 721,799 reactions and 888 catalyst types from USPTO. Task: Predict which catalyst facilitates the given reaction. Reactant: CC1(C)N([O])C(C)(C)CCC1.[NH2:12][C:13]1[C:14]2[CH:32]=[C:31]([CH:33]([C:35]3[CH:40]=[CH:39][CH:38]=[CH:37][C:36]=3[O:41][CH3:42])[OH:34])[S:30][C:15]=2[N:16]=[C:17]([C:19]2[CH:24]=[CH:23][CH:22]=[C:21]([O:25][C:26]([F:29])([F:28])[F:27])[CH:20]=2)[N:18]=1.[K+].[Br-].[O-]Cl.[Na+]. Product: [NH2:12][C:13]1[C:14]2[CH:32]=[C:31]([C:33]([C:35]3[CH:40]=[CH:39][CH:38]=[CH:37][C:36]=3[O:41][CH3:42])=[O:34])[S:30][C:15]=2[N:16]=[C:17]([C:19]2[CH:24]=[CH:23][CH:22]=[C:21]([O:25][C:26]([F:28])([F:27])[F:29])[CH:20]=2)[N:18]=1. The catalyst class is: 2.